Task: Predict the reactants needed to synthesize the given product.. Dataset: Full USPTO retrosynthesis dataset with 1.9M reactions from patents (1976-2016) (1) Given the product [C:14]([C@H:8]1[O:7][C@@H:6]([N:16]2[CH:24]=[N:23][C:22]3[C:17]2=[N:18][CH:19]=[N:20][C:21]=3[NH:39][CH:36]2[CH2:35][CH2:34][N:33]([C:31]([O:30][CH2:29][CH:26]3[CH2:27][CH2:28]3)=[O:32])[CH2:38][CH2:37]2)[C@H:5]([OH:4])[C@@H:9]1[OH:10])#[CH:15], predict the reactants needed to synthesize it. The reactants are: C([O:4][C@@H:5]1[C@H:9]([O:10]C(=O)C)[C@@H:8]([C:14]#[CH:15])[O:7][C@H:6]1[N:16]1[CH:24]=[N:23][C:22]2[C:17]1=[N:18][CH:19]=[N:20][C:21]=2Cl)(=O)C.[CH:26]1([CH2:29][O:30][C:31]([N:33]2[CH2:38][CH2:37][CH:36]([NH2:39])[CH2:35][CH2:34]2)=[O:32])[CH2:28][CH2:27]1. (2) Given the product [O:1]1[C:5]2([CH2:10][CH2:9][CH2:8][CH2:7][CH2:6]2)[O:4][CH2:3][C@@H:2]1[CH:11]=[N:15][OH:14], predict the reactants needed to synthesize it. The reactants are: [O:1]1[C:5]2([CH2:10][CH2:9][CH2:8][CH2:7][CH2:6]2)[O:4][CH2:3][C@@H:2]1[CH:11]=O.Cl.[OH:14][NH2:15].C(=O)([O-])[O-].[Na+].[Na+].C(OCC)(=O)C. (3) Given the product [NH2:1][CH2:4][CH2:5][CH2:6][CH2:7][CH2:8][C:9]([NH:11][C:12]1[CH:17]=[CH:16][CH:15]=[CH:14][C:13]=1[N+:18]([O-:20])=[O:19])=[O:10], predict the reactants needed to synthesize it. The reactants are: [N:1]([CH2:4][CH2:5][CH2:6][CH2:7][CH2:8][C:9]([NH:11][C:12]1[CH:17]=[CH:16][CH:15]=[CH:14][C:13]=1[N+:18]([O-:20])=[O:19])=[O:10])=[N+]=[N-].C1COCC1.C1(P(C2C=CC=CC=2)C2C=CC=CC=2)C=CC=CC=1. (4) Given the product [F:13][C:14]([F:25])([F:26])[O:15][C:16]1[CH:21]=[CH:20][C:19]([C:2]2[CH:12]=[C:6]([C:7]([O:9][CH2:10][CH3:11])=[O:8])[CH:5]=[N:4][CH:3]=2)=[CH:18][CH:17]=1, predict the reactants needed to synthesize it. The reactants are: Br[C:2]1[CH:3]=[N:4][CH:5]=[C:6]([CH:12]=1)[C:7]([O:9][CH2:10][CH3:11])=[O:8].[F:13][C:14]([F:26])([F:25])[O:15][C:16]1[CH:21]=[CH:20][C:19](B(O)O)=[CH:18][CH:17]=1.C(=O)([O-])[O-].[Na+].[Na+]. (5) Given the product [Cl:1][C:2]1[CH:3]=[C:4]([NH:9][C:10]2[N:15]=[C:14]([NH:16][CH2:17][CH2:18][CH2:19][N:20]([CH3:22])[CH3:21])[C:13]([C:23]3[CH:24]=[N:25][CH:26]=[C:27]([CH:30]=3)/[C:28](=[N:31]/[OH:32])/[NH2:29])=[CH:12][N:11]=2)[CH:5]=[CH:6][C:7]=1[F:8], predict the reactants needed to synthesize it. The reactants are: [Cl:1][C:2]1[CH:3]=[C:4]([NH:9][C:10]2[N:15]=[C:14]([NH:16][CH2:17][CH2:18][CH2:19][N:20]([CH3:22])[CH3:21])[C:13]([C:23]3[CH:24]=[N:25][CH:26]=[C:27]([CH:30]=3)[C:28]#[N:29])=[CH:12][N:11]=2)[CH:5]=[CH:6][C:7]=1[F:8].[NH2:31][OH:32]. (6) Given the product [O:1]([CH2:8][C:9]([Cl:14])=[O:11])[C:2]1[CH:7]=[CH:6][CH:5]=[CH:4][CH:3]=1, predict the reactants needed to synthesize it. The reactants are: [O:1]([CH2:8][C:9]([OH:11])=O)[C:2]1[CH:7]=[CH:6][CH:5]=[CH:4][CH:3]=1.S(Cl)([Cl:14])=O.